From a dataset of Full USPTO retrosynthesis dataset with 1.9M reactions from patents (1976-2016). Predict the reactants needed to synthesize the given product. (1) Given the product [ClH:30].[CH3:1][N:2]1[CH:3]2[CH2:10][CH2:9][CH2:8][CH:7]1[CH2:6][CH:5]([NH:11][C:12]([C:14]1[CH:15]=[CH:16][CH:17]=[C:18]3[O:22][C:21]([C:23]4[CH:28]=[CH:27][CH:26]=[CH:25][C:24]=4[OH:29])=[N:20][C:19]=13)=[O:13])[CH2:4]2, predict the reactants needed to synthesize it. The reactants are: [CH3:1][N:2]1[CH:7]2[CH2:8][CH2:9][CH2:10][CH:3]1[CH2:4][CH:5]([NH:11][C:12]([C:14]1[CH:15]=[CH:16][CH:17]=[C:18]3[O:22][C:21]([C:23]4[CH:28]=[CH:27][CH:26]=[CH:25][C:24]=4[OH:29])=[N:20][C:19]=13)=[O:13])[CH2:6]2.[ClH:30]. (2) Given the product [NH:3]1[C:11]2[C:6](=[CH:7][CH:8]=[CH:9][CH:10]=2)[C:5]([CH:12]2[CH2:17][CH2:16][CH:15]([NH:18][CH:19]([CH:23]3[CH2:24][CH2:25][N:26]([C:38](=[O:39])/[CH:37]=[CH:36]/[C:35]4[CH:34]=[CH:33][C:32]([O:31][C:30]([F:43])([F:44])[F:29])=[CH:42][CH:41]=4)[CH2:27][CH2:28]3)[C:20]([NH2:22])=[O:21])[CH2:14][CH2:13]2)=[CH:4]1, predict the reactants needed to synthesize it. The reactants are: Cl.Cl.[NH:3]1[C:11]2[C:6](=[CH:7][CH:8]=[CH:9][CH:10]=2)[C:5]([CH:12]2[CH2:17][CH2:16][CH:15]([NH:18][CH:19]([CH:23]3[CH2:28][CH2:27][NH:26][CH2:25][CH2:24]3)[C:20]([NH2:22])=[O:21])[CH2:14][CH2:13]2)=[CH:4]1.[F:29][C:30]([F:44])([F:43])[O:31][C:32]1[CH:42]=[CH:41][C:35](/[CH:36]=[CH:37]/[C:38](O)=[O:39])=[CH:34][CH:33]=1. (3) Given the product [Cl:1][C:2]1[CH:3]=[N:4][C:5]2[N:6]([N:8]=[C:9]([C:11]([N:19]3[CH2:18][CH2:17][C:16]4[C:21](=[CH:22][CH:23]=[CH:24][C:15]=4[F:14])[CH:20]3[C:25]([F:26])([F:27])[F:28])=[O:13])[CH:10]=2)[CH:7]=1, predict the reactants needed to synthesize it. The reactants are: [Cl:1][C:2]1[CH:3]=[N:4][C:5]2[N:6]([N:8]=[C:9]([C:11]([OH:13])=O)[CH:10]=2)[CH:7]=1.[F:14][C:15]1[CH:24]=[CH:23][CH:22]=[C:21]2[C:16]=1[CH2:17][CH2:18][NH:19][CH:20]2[C:25]([F:28])([F:27])[F:26]. (4) Given the product [F:29][C:25]1([F:28])[CH2:26][CH2:27][NH:21][C:22](=[O:49])[C@H:23]([N:30]([CH2:40][C:41]2[CH:42]=[N:43][C:44]([O:47][CH3:48])=[CH:45][CH:46]=2)[S:31]([CH2:34][CH2:35][C:36]([F:38])([F:39])[F:37])(=[O:33])=[O:32])[CH2:24]1, predict the reactants needed to synthesize it. The reactants are: FC(F)(F)C(O)=O.FC(F)(F)S(O)(=O)=O.COC1C=C(OC)C=CC=1C[N:21]1[CH2:27][CH2:26][C:25]([F:29])([F:28])[CH2:24][C@@H:23]([N:30]([CH2:40][C:41]2[CH:42]=[N:43][C:44]([O:47][CH3:48])=[CH:45][CH:46]=2)[S:31]([CH2:34][CH2:35][C:36]([F:39])([F:38])[F:37])(=[O:33])=[O:32])[C:22]1=[O:49]. (5) Given the product [F:7][C:8]1[CH:13]=[C:12]([OH:14])[CH:11]=[CH:10][C:9]=1[CH2:15][CH2:16][OH:17], predict the reactants needed to synthesize it. The reactants are: B.O1CCCC1.[F:7][C:8]1[CH:13]=[C:12]([OH:14])[CH:11]=[CH:10][C:9]=1[CH2:15][C:16](O)=[O:17].O. (6) Given the product [C:1]([O:5][C:6]([NH:8][CH2:9][CH2:10][CH2:11]/[C:12](=[CH:18]\[C:19]1[N:20]=[CH:21][N:22]([C@H:24]2[CH2:25][CH2:26][C@H:27]([O:30][C:51]3[CH:56]=[CH:55][N:54]=[CH:53][CH:52]=3)[CH2:28][CH2:29]2)[CH:23]=1)/[C:13]([O:15][CH2:16][CH3:17])=[O:14])=[O:7])([CH3:2])([CH3:3])[CH3:4], predict the reactants needed to synthesize it. The reactants are: [C:1]([O:5][C:6]([NH:8][CH2:9][CH2:10][CH2:11]/[C:12](=[CH:18]\[C:19]1[N:20]=[CH:21][N:22]([C@H:24]2[CH2:29][CH2:28][C@@H:27]([OH:30])[CH2:26][CH2:25]2)[CH:23]=1)/[C:13]([O:15][CH2:16][CH3:17])=[O:14])=[O:7])([CH3:4])([CH3:3])[CH3:2].C1(P(C2C=CC=CC=2)C2C=CC=CC=2)C=CC=CC=1.O[C:51]1[CH:56]=[CH:55][N:54]=[CH:53][CH:52]=1.N(C(OC(C)C)=O)=NC(OC(C)C)=O. (7) The reactants are: [F:1][C:2]1[CH:7]=[C:6]([N+:8]([O-])=O)[CH:5]=[CH:4][C:3]=1[O:11][CH2:12][CH2:13][N:14]([CH3:16])[CH3:15].C1(N)C=CC=CC=1.Cl.CCOCC. Given the product [CH3:15][N:14]([CH3:16])[CH2:13][CH2:12][O:11][C:3]1[CH:4]=[CH:5][C:6]([NH2:8])=[CH:7][C:2]=1[F:1], predict the reactants needed to synthesize it. (8) The reactants are: [CH3:1][O:2][C:3]1[CH:4]=[C:5]2[C:9](=[CH:10][CH:11]=1)[NH:8][C:7]([C:12]1[CH:17]=[CH:16][CH:15]=[CH:14][CH:13]=1)=[CH:6]2.[H-].[Na+].[CH2:20]([O:27][C:28]1[CH:29]=[C:30]([CH:33]=[CH:34][CH:35]=1)[CH2:31]Br)[C:21]1[CH:26]=[CH:25][CH:24]=[CH:23][CH:22]=1.[Cl-].[NH4+]. Given the product [CH2:20]([O:27][C:28]1[CH:29]=[C:30]([CH:33]=[CH:34][CH:35]=1)[CH2:31][N:8]1[C:9]2[C:5](=[CH:4][C:3]([O:2][CH3:1])=[CH:11][CH:10]=2)[CH:6]=[C:7]1[C:12]1[CH:13]=[CH:14][CH:15]=[CH:16][CH:17]=1)[C:21]1[CH:22]=[CH:23][CH:24]=[CH:25][CH:26]=1, predict the reactants needed to synthesize it. (9) Given the product [Cl:19][C:20]1[CH:21]=[N+:22]([O-:45])[CH:23]=[C:24]([Cl:44])[C:25]=1[CH2:26][C@@H:27]([C:29]1[CH:34]=[CH:33][C:32]([O:35][CH:36]([F:38])[F:37])=[C:31]([O:39][CH2:40][CH:41]2[CH2:43][CH2:42]2)[CH:30]=1)[O:17][C:16](=[O:18])[CH2:15][N:11]1[C:12]2[C:8](=[CH:7][C:6]([NH:5][S:2]([CH3:1])(=[O:3])=[O:4])=[CH:14][CH:13]=2)[CH2:9][CH2:10]1, predict the reactants needed to synthesize it. The reactants are: [CH3:1][S:2]([NH:5][C:6]1[CH:7]=[C:8]2[C:12](=[CH:13][CH:14]=1)[N:11]([CH2:15][C:16]([OH:18])=[O:17])[CH2:10][CH2:9]2)(=[O:4])=[O:3].[Cl:19][C:20]1[CH:21]=[N+:22]([O-:45])[CH:23]=[C:24]([Cl:44])[C:25]=1[CH2:26][C@@H:27]([C:29]1[CH:34]=[CH:33][C:32]([O:35][CH:36]([F:38])[F:37])=[C:31]([O:39][CH2:40][CH:41]2[CH2:43][CH2:42]2)[CH:30]=1)O.C(Cl)CCl. (10) Given the product [F:19][C:2]([F:1])([F:18])[C:3]([C:5]1[CH:10]=[CH:9][CH:8]=[C:7]([CH:11]2[CH2:16][CH2:15][N:14]([CH2:27][CH2:28][O:29][CH3:30])[CH2:13][CH2:12]2)[C:6]=1[F:17])=[O:4], predict the reactants needed to synthesize it. The reactants are: [F:1][C:2]([F:19])([F:18])[C:3]([C:5]1[CH:10]=[CH:9][CH:8]=[C:7]([CH:11]2[CH2:16][CH2:15][NH:14][CH2:13][CH2:12]2)[C:6]=1[F:17])=[O:4].C(=O)([O-])[O-].[K+].[K+].Br[CH2:27][CH2:28][O:29][CH3:30].